From a dataset of Peptide-MHC class I binding affinity with 185,985 pairs from IEDB/IMGT. Regression. Given a peptide amino acid sequence and an MHC pseudo amino acid sequence, predict their binding affinity value. This is MHC class I binding data. (1) The peptide sequence is VTDTNKFDNY. The MHC is HLA-A23:01 with pseudo-sequence HLA-A23:01. The binding affinity (normalized) is 0. (2) The binding affinity (normalized) is 0.689. The peptide sequence is VSPLAVTWW. The MHC is HLA-A02:03 with pseudo-sequence HLA-A02:03. (3) The peptide sequence is FMHSAAPIT. The MHC is HLA-B15:01 with pseudo-sequence HLA-B15:01. The binding affinity (normalized) is 0.301.